Dataset: Forward reaction prediction with 1.9M reactions from USPTO patents (1976-2016). Task: Predict the product of the given reaction. (1) Given the reactants [OH:1][C:2]1[CH:11]=[CH:10][C:5]([C:6]([O:8][CH3:9])=[O:7])=[CH:4][C:3]=1I.[CH3:13][Si:14]([C:17]#[CH:18])([CH3:16])[CH3:15].C(N(CC)CC)C, predict the reaction product. The product is: [OH:1][C:2]1[CH:11]=[CH:10][C:5]([C:6]([O:8][CH3:9])=[O:7])=[CH:4][C:3]=1[C:18]#[C:17][Si:14]([CH3:16])([CH3:15])[CH3:13]. (2) Given the reactants [N:1]1[C:10]2[C:5](=[CH:6][C:7]([CH2:11][C:12]([NH:14][NH2:15])=O)=[CH:8][CH:9]=2)[CH:4]=[N:3][CH:2]=1.Cl[C:17]1[N:18]=[N:19][C:20]([C:23]2[CH:24]=[N:25][N:26]([CH3:28])[CH:27]=2)=[CH:21][CH:22]=1, predict the reaction product. The product is: [CH3:28][N:26]1[CH:27]=[C:23]([C:20]2[CH:21]=[CH:22][C:17]3[N:14]([C:12]([CH2:11][C:7]4[CH:6]=[C:5]5[C:10](=[CH:9][CH:8]=4)[N:1]=[CH:2][N:3]=[CH:4]5)=[N:19][N:18]=3)[N:15]=2)[CH:24]=[N:25]1. (3) The product is: [CH3:37][N:28]1[C:29]2[CH:36]=[N:35][CH:34]=[CH:33][C:30]=2[C:31](=[O:32])[N:26]([C:23]2[CH:24]=[CH:25][C:20]([CH2:19][C@@H:9]([C:10]([O:12][CH:13]3[CH2:14][CH2:15][CH2:16][CH2:17][CH2:18]3)=[O:11])[NH2:8])=[N:21][CH:22]=2)[C:27]1=[O:38]. Given the reactants C(OC([NH:8][C@@H:9]([CH2:19][C:20]1[CH:25]=[CH:24][C:23]([N:26]2[C:31](=[O:32])[C:30]3[CH:33]=[CH:34][N:35]=[CH:36][C:29]=3[N:28]([CH3:37])[C:27]2=[O:38])=[CH:22][N:21]=1)[C:10]([O:12][CH:13]1[CH2:18][CH2:17][CH2:16][CH2:15][CH2:14]1)=[O:11])=O)(C)(C)C.Cl, predict the reaction product.